Dataset: Peptide-MHC class I binding affinity with 185,985 pairs from IEDB/IMGT. Task: Regression. Given a peptide amino acid sequence and an MHC pseudo amino acid sequence, predict their binding affinity value. This is MHC class I binding data. (1) The peptide sequence is MEEALRGLPI. The MHC is HLA-B40:01 with pseudo-sequence HLA-B40:01. The binding affinity (normalized) is 0.631. (2) The MHC is HLA-B44:03 with pseudo-sequence HLA-B44:03. The binding affinity (normalized) is 0.176. The peptide sequence is FLYALALLL.